From a dataset of Forward reaction prediction with 1.9M reactions from USPTO patents (1976-2016). Predict the product of the given reaction. (1) Given the reactants [NH2:1][S:2]([C:5]1[CH:13]=[CH:12][C:8]([C:9](O)=[O:10])=[C:7]([F:14])[CH:6]=1)(=[O:4])=[O:3].S(C)C.CO, predict the reaction product. The product is: [F:14][C:7]1[CH:6]=[C:5]([S:2]([NH2:1])(=[O:3])=[O:4])[CH:13]=[CH:12][C:8]=1[CH2:9][OH:10]. (2) The product is: [Br:6][C:7]1[CH:20]=[CH:19][C:10]2[N:11]=[C:12]([C@H:14]3[CH2:15][C@@H:16]([N:1]4[CH2:5][CH2:4][CH2:3][CH2:2]4)[CH2:17]3)[S:13][C:9]=2[CH:8]=1. Given the reactants [NH:1]1[CH2:5][CH2:4][CH2:3][CH2:2]1.[Br:6][C:7]1[CH:20]=[CH:19][C:10]2[N:11]=[C:12]([CH:14]3[CH2:17][C:16](=O)[CH2:15]3)[S:13][C:9]=2[CH:8]=1.C([BH3-])#N.[Na+], predict the reaction product.